Dataset: Full USPTO retrosynthesis dataset with 1.9M reactions from patents (1976-2016). Task: Predict the reactants needed to synthesize the given product. (1) The reactants are: [F:1][C:2]1[CH:7]=[C:6]([O:8][CH3:9])[CH:5]=[CH:4][C:3]=1[NH2:10].[C:11](OC)(=[O:14])[C:12]#[CH:13]. Given the product [F:1][C:2]1[CH:7]=[C:6]([O:8][CH3:9])[CH:5]=[C:4]2[C:3]=1[N:10]=[CH:13][CH:12]=[C:11]2[OH:14], predict the reactants needed to synthesize it. (2) Given the product [Br:1][C:2]1[CH:7]=[CH:6][C:5]([Cl:8])=[C:4]([CH2:9][C:10]2[CH:15]=[CH:14][C:13]([CH2:16][CH2:17][O:18][CH:19]3[CH2:22][CH2:20]3)=[CH:12][CH:11]=2)[CH:3]=1, predict the reactants needed to synthesize it. The reactants are: [Br:1][C:2]1[CH:7]=[CH:6][C:5]([Cl:8])=[C:4]([CH2:9][C:10]2[CH:15]=[CH:14][C:13]([CH2:16][CH2:17][O:18][CH:19]=[CH2:20])=[CH:12][CH:11]=2)[CH:3]=1.[Zn](CC)[CH2:22]C.ICI. (3) Given the product [O:20]1[CH2:21][CH2:22][O:4][C:5]1=[C:6]([C:11]1[CH:12]=[CH:13][C:14]([N+:17]([O-:19])=[O:18])=[CH:15][CH:16]=1)[C:7](=[O:10])[CH2:8][CH3:9].[O:20]1[CH2:21][CH2:22][O:4][C:5]1=[C:6]([C:11]1[CH:12]=[CH:13][C:14]([N+:17]([O-:19])=[O:18])=[CH:15][CH:16]=1)[C:7]([O:10][C:5](=[O:4])[CH2:6][CH3:7])=[CH:8][CH3:9], predict the reactants needed to synthesize it. The reactants are: BrCC[O:4][C:5]([O:20][C:21](=O)[CH2:22]C)=[C:6]([C:11]1[CH:16]=[CH:15][C:14]([N+:17]([O-:19])=[O:18])=[CH:13][CH:12]=1)[C:7](=[O:10])[CH2:8][CH3:9].[H-].[Na+]. (4) The reactants are: [NH2:1][C:2]1[N:7]=[C:6](Cl)[CH:5]=[C:4]([CH2:9][CH3:10])[N:3]=1.[F:11][C:12]1[CH:13]=[C:14]([CH:16]=[CH:17][C:18]=1[S:19][C:20]1[CH:25]=[CH:24][N:23]=[CH:22][CH:21]=1)[NH2:15]. Given the product [CH2:9]([C:4]1[N:3]=[C:2]([NH2:1])[N:7]=[C:6]([NH:15][C:14]2[CH:16]=[CH:17][C:18]([S:19][C:20]3[CH:25]=[CH:24][N:23]=[CH:22][CH:21]=3)=[C:12]([F:11])[CH:13]=2)[CH:5]=1)[CH3:10], predict the reactants needed to synthesize it. (5) Given the product [CH2:51]([S:52]([NH:55][C:20]([CH:18]1[CH2:17][N:16]([C:4]2[C:3]([C:1]#[N:2])=[CH:8][C:7]([C:9]([O:11][CH2:12][CH3:13])=[O:10])=[C:6]([CH2:14][CH3:15])[N:5]=2)[CH2:19]1)=[O:22])(=[O:54])=[O:53])[C:45]1[CH:50]=[CH:49][CH:48]=[CH:47][CH:46]=1, predict the reactants needed to synthesize it. The reactants are: [C:1]([C:3]1[C:4]([N:16]2[CH2:19][CH:18]([C:20]([OH:22])=O)[CH2:17]2)=[N:5][C:6]([CH2:14][CH3:15])=[C:7]([C:9]([O:11][CH2:12][CH3:13])=[O:10])[CH:8]=1)#[N:2].CCN=C=NCCCN(C)C.C1C=CC2N(O)N=NC=2C=1.O.[C:45]1([CH2:51][S:52]([NH2:55])(=[O:54])=[O:53])[CH:50]=[CH:49][CH:48]=[CH:47][CH:46]=1.CCN(C(C)C)C(C)C. (6) Given the product [CH2:12]([O:11][C:7]1[C:6]2[C:2]([NH:1][C:47]3[CH:48]=[CH:49][C:44]([S:41]([CH3:40])(=[O:43])=[O:42])=[CH:45][CH:46]=3)=[N:3][N:4]([C:19]3([CH2:32][C:33]#[N:34])[CH2:24][CH2:23][N:22]([C:25]([O:27][C:28]([CH3:29])([CH3:30])[CH3:31])=[O:26])[CH2:21][CH2:20]3)[C:5]=2[CH:10]=[CH:9][N:8]=1)[C:13]1[CH:14]=[CH:15][CH:16]=[CH:17][CH:18]=1, predict the reactants needed to synthesize it. The reactants are: [NH2:1][C:2]1[C:6]2[C:7]([O:11][CH2:12][C:13]3[CH:18]=[CH:17][CH:16]=[CH:15][CH:14]=3)=[N:8][CH:9]=[CH:10][C:5]=2[N:4]([C:19]2([CH2:32][C:33]#[N:34])[CH2:24][CH2:23][N:22]([C:25]([O:27][C:28]([CH3:31])([CH3:30])[CH3:29])=[O:26])[CH2:21][CH2:20]2)[N:3]=1.CC([O-])=O.[K+].[CH3:40][S:41]([C:44]1[CH:49]=[CH:48][C:47](Br)=[CH:46][CH:45]=1)(=[O:43])=[O:42].C(P(C(C)(C)C)C1C=CC=CC=1C1C(C(C)C)=CC(C(C)C)=CC=1C(C)C)(C)(C)C.